Dataset: Reaction yield outcomes from USPTO patents with 853,638 reactions. Task: Predict the reaction yield, written as a fraction of the theoretical maximum amount of product (1.0 means a 100% yield; for example, 0.34 means a 34% yield). The reactants are [NH2:1][C:2]1[C:10]([Cl:11])=[CH:9][CH:8]=[CH:7][C:3]=1[C:4]([OH:6])=[O:5].[CH3:12]O.Cl. No catalyst specified. The product is [NH2:1][C:2]1[C:10]([Cl:11])=[CH:9][CH:8]=[CH:7][C:3]=1[C:4]([O:6][CH3:12])=[O:5]. The yield is 0.750.